From a dataset of Reaction yield outcomes from USPTO patents with 853,638 reactions. Predict the reaction yield, written as a fraction of the theoretical maximum amount of product (1.0 means a 100% yield; for example, 0.34 means a 34% yield). (1) The reactants are I[C:2]1[C:7]([O:8][C:9]2[C:18]3[C:13](=[CH:14][C:15]([O:21][CH3:22])=[C:16]([O:19][CH3:20])[CH:17]=3)[N:12]=[CH:11][CH:10]=2)=[CH:6][CH:5]=[C:4]([CH3:23])[N:3]=1.O. The catalyst is CN(C)C=O.[Cu]=O. The product is [CH3:20][O:19][C:16]1[CH:17]=[C:18]2[C:13](=[CH:14][C:15]=1[O:21][CH3:22])[N:12]=[CH:11][CH:10]=[C:9]2[O:8][C:7]1[C:2]([C:2]2[CH:7]=[CH:6][CH:5]=[C:4]([CH3:23])[N:3]=2)=[N:3][C:4]([CH3:23])=[CH:5][CH:6]=1. The yield is 0.0600. (2) The product is [NH2:24][C:4]1[CH:3]=[C:2]([CH3:1])[C:7]([C:8]([F:10])([F:11])[F:9])=[CH:6][C:5]=1[NH:12][CH2:13][CH2:14][CH2:15][CH2:16][CH2:17][CH2:18][C:19]([O:21][CH2:22][CH3:23])=[O:20]. The reactants are [CH3:1][C:2]1[C:7]([C:8]([F:11])([F:10])[F:9])=[CH:6][C:5]([NH:12][CH2:13][CH2:14][CH2:15][CH2:16][CH2:17][CH2:18][C:19]([O:21][CH2:22][CH3:23])=[O:20])=[C:4]([N+:24]([O-])=O)[CH:3]=1. The yield is 0.830. The catalyst is [Ni].CCO. (3) The reactants are [C:1]([NH:9][C:10]1[CH:15]=[CH:14][N:13]([C@@H:16]2[S:25][C@H:24]([CH2:26][O:27]C(C3C=CC=CC=3)(C3C=CC=CC=3)C3C=CC(OC)=CC=3)[C@@H:19]([O:20][C:21](=[O:23])[CH3:22])[C@@:17]2([C:49](=[O:51])[CH3:50])[OH:18])[C:12](=[O:52])[N:11]=1)(=[O:8])[C:2]1[CH:7]=[CH:6][CH:5]=[CH:4][CH:3]=1.C(=O)([O-])O.[Na+]. The catalyst is C(O)(=O)C. The product is [C:1]([NH:9][C:10]1[CH:15]=[CH:14][N:13]([C@@H:16]2[S:25][C@H:24]([CH2:26][OH:27])[C@@H:19]([O:20][C:21](=[O:23])[CH3:22])[C@@:17]2([C:49](=[O:51])[CH3:50])[OH:18])[C:12](=[O:52])[N:11]=1)(=[O:8])[C:2]1[CH:7]=[CH:6][CH:5]=[CH:4][CH:3]=1. The yield is 0.920. (4) The reactants are Br[C:2]1[CH:3]=[C:4]([C@H:8]([NH:10][C:11](=[O:17])[O:12][C:13]([CH3:16])([CH3:15])[CH3:14])[CH3:9])[CH:5]=[CH:6][CH:7]=1.CC1(C)C2C(=C(P(C3C=CC=CC=3)C3C=CC=CC=3)C=CC=2)OC2C(P(C3C=CC=CC=3)C3C=CC=CC=3)=CC=CC1=2.[N:60]1([C:66]([O:68][CH2:69][C:70]2[CH:75]=[CH:74][CH:73]=[CH:72][CH:71]=2)=[O:67])[CH2:65][CH2:64][NH:63][CH2:62][CH2:61]1.CC(C)([O-])C.[Na+]. The catalyst is C1(C)C=CC=CC=1.CCCCCC.C1C=CC(/C=C/C(/C=C/C2C=CC=CC=2)=O)=CC=1.C1C=CC(/C=C/C(/C=C/C2C=CC=CC=2)=O)=CC=1.C1C=CC(/C=C/C(/C=C/C2C=CC=CC=2)=O)=CC=1.[Pd].[Pd].CCOC(C)=O. The product is [C:13]([O:12][C:11]([NH:10][C@@H:8]([C:4]1[CH:3]=[C:2]([N:63]2[CH2:62][CH2:61][N:60]([C:66]([O:68][CH2:69][C:70]3[CH:75]=[CH:74][CH:73]=[CH:72][CH:71]=3)=[O:67])[CH2:65][CH2:64]2)[CH:7]=[CH:6][CH:5]=1)[CH3:9])=[O:17])([CH3:16])([CH3:15])[CH3:14]. The yield is 0.960. (5) The reactants are [C:1]([O:5][C:6](=[O:19])[NH:7][CH2:8][CH2:9][CH2:10][CH2:11][C:12]1[CH:17]=[CH:16][C:15]([NH2:18])=[CH:14][CH:13]=1)([CH3:4])([CH3:3])[CH3:2].C(N(CC)CC)C.[CH3:27][S:28](Cl)(=[O:30])=[O:29]. The catalyst is C1COCC1.CN(C)C1C=CN=CC=1. The product is [C:1]([O:5][C:6](=[O:19])[NH:7][CH2:8][CH2:9][CH2:10][CH2:11][C:12]1[CH:13]=[CH:14][C:15]([N:18]([S:28]([CH3:27])(=[O:30])=[O:29])[S:28]([CH3:27])(=[O:30])=[O:29])=[CH:16][CH:17]=1)([CH3:4])([CH3:2])[CH3:3]. The yield is 0.830. (6) The reactants are [Cl:1][C:2]1[NH:3][CH:4]=[C:5]([N+:7]([O-:9])=[O:8])[N:6]=1.[Si:10]([O:17][CH2:18][CH:19]([O:22][CH:23]1[CH2:28][CH2:27][CH2:26][CH2:25][O:24]1)[CH2:20]Cl)([C:13]([CH3:16])([CH3:15])[CH3:14])([CH3:12])[CH3:11]. No catalyst specified. The product is [Si:10]([O:17][CH2:18][CH:19]([O:22][CH:23]1[CH2:28][CH2:27][CH2:26][CH2:25][O:24]1)[CH2:20][N:3]1[CH:4]=[C:5]([N+:7]([O-:9])=[O:8])[N:6]=[C:2]1[Cl:1])([C:13]([CH3:16])([CH3:14])[CH3:15])([CH3:12])[CH3:11]. The yield is 0.743.